From a dataset of Catalyst prediction with 721,799 reactions and 888 catalyst types from USPTO. Predict which catalyst facilitates the given reaction. (1) Reactant: CN1CCOCC1.[NH2:8][C@H:9]([C:25]([NH:27][C@H:28]([C:33]([NH:35][C@H:36]([C:41]([O:43][CH3:44])=[O:42])[CH2:37][CH:38]([CH3:40])[CH3:39])=[O:34])[CH2:29][CH:30]([CH3:32])[CH3:31])=[O:26])[CH2:10][CH2:11][CH2:12][CH2:13][NH:14][C:15]([O:17][CH2:18][C:19]1[CH:24]=[CH:23][CH:22]=[CH:21][CH:20]=1)=[O:16].Cl.C1C=CC2N(O)N=NC=2C=1.[NH:56]([C:73]([O:75][C:76]([CH3:79])([CH3:78])[CH3:77])=[O:74])[C@H:57]([C:62]([NH:64][C@H:65]([C:70](O)=[O:71])[CH2:66][CH:67]([CH3:69])[CH3:68])=[O:63])[CH2:58][CH:59]([CH3:61])[CH3:60].CC(C)N=C=NC(C)C. Product: [NH:56]([C:73]([O:75][C:76]([CH3:79])([CH3:78])[CH3:77])=[O:74])[C@H:57]([C:62]([NH:64][C@H:65]([C:70]([NH:8][C@H:9]([C:25]([NH:27][C@H:28]([C:33]([NH:35][C@H:36]([C:41]([O:43][CH3:44])=[O:42])[CH2:37][CH:38]([CH3:39])[CH3:40])=[O:34])[CH2:29][CH:30]([CH3:31])[CH3:32])=[O:26])[CH2:10][CH2:11][CH2:12][CH2:13][NH:14][C:15]([O:17][CH2:18][C:19]1[CH:20]=[CH:21][CH:22]=[CH:23][CH:24]=1)=[O:16])=[O:71])[CH2:66][CH:67]([CH3:68])[CH3:69])=[O:63])[CH2:58][CH:59]([CH3:61])[CH3:60]. The catalyst class is: 18. (2) Reactant: NC1SC=CN=1.C(OCC)(=O)CC(C)=O.FC1C=C([C:24]2[C:29](=[O:30])[N:28]3[CH:31]=[CH:32][S:33][C:27]3=[N:26][C:25]=2[CH3:34])C=C(F)C=1. Product: [CH3:34][C:25]1[N:26]=[C:27]2[S:33][CH:32]=[CH:31][N:28]2[C:29](=[O:30])[CH:24]=1. The catalyst class is: 15. (3) Reactant: C(O)(C(F)(F)F)=O.C([O:10][CH:11](OCC)[C:12]1[CH:29]=[C:28]([C:30]([F:33])([F:32])[F:31])[CH:27]=[CH:26][C:13]=1[CH2:14][N:15]1[C:20]2[CH:21]=[CH:22][NH:23][C:19]=2[C:18](=[O:24])[NH:17][C:16]1=[S:25])C. Product: [O:24]=[C:18]1[NH:17][C:16](=[S:25])[N:15]([CH2:14][C:13]2[CH:26]=[CH:27][C:28]([C:30]([F:33])([F:32])[F:31])=[CH:29][C:12]=2[CH:11]=[O:10])[C:20]2[CH:21]=[CH:22][NH:23][C:19]1=2. The catalyst class is: 2. (4) Reactant: C([O:3][C:4](=[O:22])[C:5]1[CH:10]=[C:9]([Br:11])[C:8]([O:12][CH2:13][C:14]([F:17])([F:16])[F:15])=[N:7][C:6]=1[C:18]([F:21])([F:20])[F:19])C.O.[OH-].[Li+].Cl. Product: [Br:11][C:9]1[C:8]([O:12][CH2:13][C:14]([F:15])([F:16])[F:17])=[N:7][C:6]([C:18]([F:21])([F:19])[F:20])=[C:5]([CH:10]=1)[C:4]([OH:22])=[O:3]. The catalyst class is: 30. (5) Reactant: FC(F)(F)C(O)=O.[CH3:8][NH:9][CH2:10][C@H:11]1[CH2:16][CH2:15][C@H:14]([C:17]#[C:18][CH2:19][O:20][S:21]([CH3:24])(=[O:23])=[O:22])[CH2:13][CH2:12]1.[CH:25]1[C:30]([O:31][C:32](Cl)=[O:33])=[CH:29][CH:28]=[C:27]([Cl:35])[CH:26]=1.CCN(C(C)C)C(C)C. Product: [Cl:35][C:27]1[CH:28]=[CH:29][C:30]([O:31][C:32]([N:9]([CH2:10][C@H:11]2[CH2:12][CH2:13][C@H:14]([C:17]#[C:18][CH2:19][O:20][S:21]([CH3:24])(=[O:23])=[O:22])[CH2:15][CH2:16]2)[CH3:8])=[O:33])=[CH:25][CH:26]=1. The catalyst class is: 2. (6) Reactant: [CH2:1]([O:3][C:4]([C@H:6]1[C@@H:11]([OH:12])[CH:10]=[CH:9][CH2:8][O:7]1)=[O:5])[CH3:2]. Product: [CH2:1]([O:3][C:4]([C@H:6]1[C@H:11]([OH:12])[CH:10]=[CH:9][CH2:8][O:7]1)=[O:5])[CH3:2]. The catalyst class is: 521.